This data is from Full USPTO retrosynthesis dataset with 1.9M reactions from patents (1976-2016). The task is: Predict the reactants needed to synthesize the given product. (1) Given the product [Cl:13][C:14]1[CH:19]=[CH:18][C:17]([C:20]2[CH2:21][CH2:22][N:23]([C:26]([O:28][C:29]([CH3:32])([CH3:31])[CH3:30])=[O:27])[CH2:24][CH:25]=2)=[C:16]([C@@H:33]([N:55]=[N+:1]=[N-:2])[CH3:34])[CH:15]=1, predict the reactants needed to synthesize it. The reactants are: [N:1](C(OCC)=O)=[N:2]C(OCC)=O.[Cl:13][C:14]1[CH:19]=[CH:18][C:17]([C:20]2[CH2:21][CH2:22][N:23]([C:26]([O:28][C:29]([CH3:32])([CH3:31])[CH3:30])=[O:27])[CH2:24][CH:25]=2)=[C:16]([C@H:33](O)[CH3:34])[CH:15]=1.C1(P(C2C=CC=CC=2)C2C=CC=CC=2)C=CC=CC=1.[NH:55]1C=CN=C1. (2) Given the product [NH2:5][C:6]1[CH:11]=[CH:10][C:9]([S:12]([NH:13][C:14]2[CH:15]=[CH:16][C:17]3[CH2:21][O:20][B:19]([OH:22])[C:18]=3[CH:23]=2)(=[O:24])=[O:25])=[C:8]([CH2:26][CH2:27][F:28])[CH:7]=1, predict the reactants needed to synthesize it. The reactants are: FC(F)(F)C([NH:5][C:6]1[CH:11]=[CH:10][C:9]([S:12](=[O:25])(=[O:24])[NH:13][C:14]2[CH:15]=[CH:16][C:17]3[CH2:21][O:20][B:19]([OH:22])[C:18]=3[CH:23]=2)=[C:8]([CH2:26][CH2:27][F:28])[CH:7]=1)=O.[NH4+]. (3) Given the product [CH2:32]([O:31][C:29](=[O:30])[NH:18][CH2:17][CH:14]1[CH2:13][C:12]2[CH:11]=[CH:10][CH:9]=[C:8]([C:4]3[CH:5]=[CH:6][CH:7]=[C:2]([Cl:1])[CH:3]=3)[C:16]=2[O:15]1)[C:33]1[CH:38]=[CH:37][CH:36]=[CH:35][CH:34]=1, predict the reactants needed to synthesize it. The reactants are: [Cl:1][C:2]1[CH:3]=[C:4]([C:8]2[C:16]3[O:15][CH:14]([CH2:17][NH2:18])[CH2:13][C:12]=3[CH:11]=[CH:10][CH:9]=2)[CH:5]=[CH:6][CH:7]=1.C(N(C(C)C)CC)(C)C.Cl[C:29]([O:31][CH2:32][C:33]1[CH:38]=[CH:37][CH:36]=[CH:35][CH:34]=1)=[O:30]. (4) Given the product [Cl:1][C:2]1[CH:3]=[N:4][CH:5]=[C:6]([O:10][CH2:11][CH:12]2[CH2:17][CH2:16][CH2:15][CH2:14][O:13]2)[C:7]=1[CH2:8][Cl:20], predict the reactants needed to synthesize it. The reactants are: [Cl:1][C:2]1[CH:3]=[N:4][CH:5]=[C:6]([O:10][CH2:11][CH:12]2[CH2:17][CH2:16][CH2:15][CH2:14][O:13]2)[C:7]=1[CH2:8]O.O=S(Cl)[Cl:20].C(N1C=CN=C1SC1C=NC=C(Cl)C=1CCl)CCC.